This data is from Drug-target binding data from BindingDB using IC50 measurements. The task is: Regression. Given a target protein amino acid sequence and a drug SMILES string, predict the binding affinity score between them. We predict pIC50 (pIC50 = -log10(IC50 in M); higher means more potent). Dataset: bindingdb_ic50. (1) The small molecule is CCOC(=O)c1cccc(NC(=O)N2CCCN2C(=O)[C@@H](N)C(C)CC)c1. The target protein (P14740) has sequence MKTPWKVLLGLLGVAALVTIITVPVVLLNKDEAAADSRRTYTLADYLKNTFRVKSYSLRWVSDSEYLYKQENNILLFNAEHGNSSIFLENSTFEIFGDSISDYSVSPDRLFVLLEYNYVKQWRHSYTASYSIYDLNKRQLITEEKIPNNTQWITWSQEGHKLAYVWKNDIYVKIEPHLPSHRITSTGKENVIFNGINDWVYEEEIFGAYSALWWSPNGTFLAYAQFNDTGVPLIEYSFYSDESLQYPKTVWIPYPKAGAVNPTVKFFIVNTDSLSSTTTTIPMQITAPASVTTGDHYLCDVAWVSEDRISLQWLRRIQNYSVMAICDYDKTTLVWNCPTTQEHIETSATGWCGRFRPAEPHFTSDGSSFYKIVSDKDGYKHICQFQKDRKPEQVCTFITKGAWEVISIEALTSDYLYYISNEYKEMPGGRNLYKIQLTDHTNKKCLSCDLNPERCQYYSVSLSKEAKYYQLGCRGPGLPLYTLHRSTDQKELRVLEDNSA.... The pIC50 is 5.1. (2) The drug is CCCc1nn(C)c2c(=O)[nH]c(-c3cc(C(C)=O)ccc3OCC)nc12. The target protein (P54827) has sequence MNLEPPKAEIRSATRVIGGPVTPRKGPPKFKQRQTRQFKSKPPKKGVQGFGDDIPGMEGLGTDITVICPWEAFNHLELHELAQYGII. The pIC50 is 9.0. (3) The small molecule is CCCCCCCCC(=O)C(F)(F)F. The target protein (Q91WG0) has sequence MTRNQLHNWLNAGFFGLLLLLIHVQGQDSPEANPIRNTHTGQIQGSLIHVKDTKAGVHTFLGIPFAKPPVGPLRFAPPEAPEPWSGVRDGTAHPAMCLQNLDMLNEAGLPDMKMMLSSFPMSEDCLYLNIYTPAHAHEGSNLPVMVWIHGGALVIGMASMFDGSLLTVNEDLVVVTIQYRLGVLGFFSTGDQHARGNWGYLDQAAALRWVQQNIAHFGGNPDRVTIFGESAGGTSVSSHVVSPMSQGLFHGAIMESGVALLPDLISETSEMVSTTVAKLSGCEAMDSQALVRCLRGKSEAEILAINKVFKMIPAVVDGEFFPRHPKELLASEDFHPVPSIIGVNNDEFGWSIPVVMGSAQMIKGITRENLQAVLKDTAVQMMLPPECSDLLMEEYMGDTEDAQTLQIQFTEMMGDFMFVIPALQVAHFQRSHAPVYFYEFQHPPSYFKDVRPPHVKADHADEIPFVFASFFWGMKLDFTEEEELLSRRMMKYWANFARHG.... The pIC50 is 4.4.